The task is: Regression. Given two drug SMILES strings and cell line genomic features, predict the synergy score measuring deviation from expected non-interaction effect.. This data is from NCI-60 drug combinations with 297,098 pairs across 59 cell lines. (1) Drug 1: CC(C)(C#N)C1=CC(=CC(=C1)CN2C=NC=N2)C(C)(C)C#N. Drug 2: C1=CC=C(C=C1)NC(=O)CCCCCCC(=O)NO. Cell line: NCI-H460. Synergy scores: CSS=0.554, Synergy_ZIP=-1.93, Synergy_Bliss=-0.996, Synergy_Loewe=-7.56, Synergy_HSA=-7.12. (2) Synergy scores: CSS=37.1, Synergy_ZIP=3.35, Synergy_Bliss=1.22, Synergy_Loewe=-11.9, Synergy_HSA=1.95. Cell line: 786-0. Drug 1: CS(=O)(=O)OCCCCOS(=O)(=O)C. Drug 2: CC1C(C(CC(O1)OC2CC(CC3=C2C(=C4C(=C3O)C(=O)C5=CC=CC=C5C4=O)O)(C(=O)C)O)N)O. (3) Drug 1: CC1C(C(CC(O1)OC2CC(CC3=C2C(=C4C(=C3O)C(=O)C5=C(C4=O)C(=CC=C5)OC)O)(C(=O)CO)O)N)O.Cl. Drug 2: C1CC(=O)NC(=O)C1N2CC3=C(C2=O)C=CC=C3N. Cell line: U251. Synergy scores: CSS=-1.07, Synergy_ZIP=1.79, Synergy_Bliss=5.16, Synergy_Loewe=-5.26, Synergy_HSA=-2.77. (4) Drug 1: C1=NC(=NC(=O)N1C2C(C(C(O2)CO)O)O)N. Drug 2: CS(=O)(=O)CCNCC1=CC=C(O1)C2=CC3=C(C=C2)N=CN=C3NC4=CC(=C(C=C4)OCC5=CC(=CC=C5)F)Cl. Cell line: DU-145. Synergy scores: CSS=21.9, Synergy_ZIP=-9.38, Synergy_Bliss=-2.48, Synergy_Loewe=-7.56, Synergy_HSA=-2.74. (5) Drug 1: CC12CCC(CC1=CCC3C2CCC4(C3CC=C4C5=CN=CC=C5)C)O. Drug 2: CC1OCC2C(O1)C(C(C(O2)OC3C4COC(=O)C4C(C5=CC6=C(C=C35)OCO6)C7=CC(=C(C(=C7)OC)O)OC)O)O. Cell line: A498. Synergy scores: CSS=27.1, Synergy_ZIP=2.91, Synergy_Bliss=2.22, Synergy_Loewe=-9.71, Synergy_HSA=0.550. (6) Drug 1: CC1CCC2CC(C(=CC=CC=CC(CC(C(=O)C(C(C(=CC(C(=O)CC(OC(=O)C3CCCCN3C(=O)C(=O)C1(O2)O)C(C)CC4CCC(C(C4)OC)OCCO)C)C)O)OC)C)C)C)OC. Drug 2: CCCCC(=O)OCC(=O)C1(CC(C2=C(C1)C(=C3C(=C2O)C(=O)C4=C(C3=O)C=CC=C4OC)O)OC5CC(C(C(O5)C)O)NC(=O)C(F)(F)F)O. Cell line: OVCAR-4. Synergy scores: CSS=35.9, Synergy_ZIP=2.21, Synergy_Bliss=6.94, Synergy_Loewe=6.23, Synergy_HSA=7.45. (7) Drug 1: C1=NC2=C(N1)C(=S)N=C(N2)N. Drug 2: CCC1(C2=C(COC1=O)C(=O)N3CC4=CC5=C(C=CC(=C5CN(C)C)O)N=C4C3=C2)O.Cl. Cell line: OVCAR-5. Synergy scores: CSS=38.7, Synergy_ZIP=-4.18, Synergy_Bliss=-4.53, Synergy_Loewe=-2.14, Synergy_HSA=-1.85.